From a dataset of Full USPTO retrosynthesis dataset with 1.9M reactions from patents (1976-2016). Predict the reactants needed to synthesize the given product. (1) Given the product [Cl:3][C:4]1[C:12]2[N:11]=[C:10]([NH:13][C:14]3[C:15]([O:20][CH3:21])=[N:16][CH:17]=[CH:18][CH:19]=3)[N:9]([CH2:22][CH2:23][CH2:24][CH2:25][OH:26])[C:8]=2[C:7]([CH:30]([CH2:33][CH3:34])[CH2:31][CH3:32])=[CH:6][CH:5]=1, predict the reactants needed to synthesize it. The reactants are: [BH4-].[Li+].[Cl:3][C:4]1[C:12]2[N:11]=[C:10]([NH:13][C:14]3[C:15]([O:20][CH3:21])=[N:16][CH:17]=[CH:18][CH:19]=3)[N:9]([CH2:22][CH2:23][CH2:24][C:25](OCC)=[O:26])[C:8]=2[C:7]([CH:30]([CH2:33][CH3:34])[CH2:31][CH3:32])=[CH:6][CH:5]=1. (2) Given the product [F:23][C:24]1[C:29]([F:30])=[CH:28][CH:27]=[CH:26][C:25]=1[C@H:31]1[CH2:37][NH:36][C:35](=[S:10])[C@H:34]([NH:39][C:40](=[O:46])[O:41][C:42]([CH3:45])([CH3:44])[CH3:43])[CH2:33][CH2:32]1, predict the reactants needed to synthesize it. The reactants are: COC1C=CC(P2(SP(C3C=CC(OC)=CC=3)(=S)S2)=[S:10])=CC=1.[F:23][C:24]1[C:29]([F:30])=[CH:28][CH:27]=[CH:26][C:25]=1[C@H:31]1[CH2:37][NH:36][C:35](=O)[C@H:34]([NH:39][C:40](=[O:46])[O:41][C:42]([CH3:45])([CH3:44])[CH3:43])[CH2:33][CH2:32]1. (3) Given the product [N:20]1[C:21]2[C:26](=[CH:25][CH:24]=[CH:23][CH:22]=2)[CH:27]=[C:18]([C:5]2[C:4]3[C:8](=[CH:9][CH:10]=[C:2]([C:35]4[S:39][C:38]([NH2:40])=[N:37][CH:36]=4)[CH:3]=3)[NH:7][CH:6]=2)[CH:19]=1, predict the reactants needed to synthesize it. The reactants are: Br[C:2]1[CH:3]=[C:4]2[C:8](=[CH:9][CH:10]=1)[N:7](C(OC(C)(C)C)=O)[CH:6]=[C:5]2[C:18]1[CH:19]=[N:20][C:21]2[C:26]([CH:27]=1)=[CH:25][CH:24]=[CH:23][CH:22]=2.[Cl-].[Li+].C([Sn](CCCC)(CCCC)[C:35]1[S:39][C:38]([NH:40]C(=O)OC(C)(C)C)=[N:37][CH:36]=1)CCC. (4) Given the product [CH2:29]([O:28][C:26](=[O:27])/[C:25](/[N:22]=[N+:23]=[N-:24])=[CH:9]/[C:7]1[CH:6]=[C:5]([C:11]2[O:12][CH:13]=[CH:14][CH:15]=2)[CH:4]=[C:3]([C:2]([Cl:1])([F:17])[F:16])[N:8]=1)[CH3:30], predict the reactants needed to synthesize it. The reactants are: [Cl:1][C:2]([F:17])([F:16])[C:3]1[N:8]=[C:7]([CH:9]=O)[CH:6]=[C:5]([C:11]2[O:12][CH:13]=[CH:14][CH:15]=2)[CH:4]=1.[O-]CC.[Na+].[N:22]([CH2:25][C:26]([O:28][C:29](C)(C)[CH3:30])=[O:27])=[N+:23]=[N-:24]. (5) The reactants are: [C:1]1([CH2:7][CH2:8][CH2:9][CH:10]([NH:20][C:21]([CH:23]2[CH2:28][CH2:27][CH2:26][NH:25][CH2:24]2)=[O:22])[CH2:11][CH2:12][CH2:13][C:14]2[CH:19]=[CH:18][CH:17]=[CH:16][CH:15]=2)[CH:6]=[CH:5][CH:4]=[CH:3][CH:2]=1.[N:29]1[CH:34]=[CH:33][CH:32]=[C:31]([CH2:35][CH2:36][C:37](O)=[O:38])[CH:30]=1.C(N(CC)CC)C.Cl.CN(C)CCCN=C=NCC. Given the product [C:1]1([CH2:7][CH2:8][CH2:9][CH:10]([NH:20][C:21]([CH:23]2[CH2:28][CH2:27][CH2:26][N:25]([C:37](=[O:38])[CH2:36][CH2:35][C:31]3[CH:30]=[N:29][CH:34]=[CH:33][CH:32]=3)[CH2:24]2)=[O:22])[CH2:11][CH2:12][CH2:13][C:14]2[CH:19]=[CH:18][CH:17]=[CH:16][CH:15]=2)[CH:2]=[CH:3][CH:4]=[CH:5][CH:6]=1, predict the reactants needed to synthesize it. (6) Given the product [C:1]([N:4]1[C:13]2[C:8](=[CH:9][C:10]([N:14]3[CH2:15][CH2:16][NH:17][CH2:18][CH2:19]3)=[CH:11][CH:12]=2)[C@H:7]([NH:27][C:28]2[CH:33]=[CH:32][C:31]([C:34]([NH2:35])=[O:36])=[CH:30][CH:29]=2)[C@@H:6]([CH3:37])[C@@H:5]1[CH3:38])(=[O:3])[CH3:2], predict the reactants needed to synthesize it. The reactants are: [C:1]([N:4]1[C:13]2[C:8](=[CH:9][C:10]([N:14]3[CH2:19][CH2:18][N:17](C(OC(C)(C)C)=O)[CH2:16][CH2:15]3)=[CH:11][CH:12]=2)[C@H:7]([NH:27][C:28]2[CH:33]=[CH:32][C:31]([C:34](=[O:36])[NH2:35])=[CH:30][CH:29]=2)[C@@H:6]([CH3:37])[C@@H:5]1[CH3:38])(=[O:3])[CH3:2].FC(F)(F)C(O)=O. (7) Given the product [ClH:1].[C:37]([O:44][CH2:36][C:31]1[CH:30]=[C:29]([C:26]2[CH:25]=[CH:24][C:23]([C:21]([N:18]3[CH2:17][CH2:16][N:15]([S:12]([C:7]4[CH:6]=[CH:5][C:4]5[C:9](=[CH:10][CH:11]=[C:2]([Cl:1])[CH:3]=5)[CH:8]=4)(=[O:14])=[O:13])[CH2:20][CH2:19]3)=[O:22])=[CH:28][CH:27]=2)[CH:34]=[CH:33][N:32]=1)(=[O:39])[CH3:38], predict the reactants needed to synthesize it. The reactants are: [Cl:1][C:2]1[CH:3]=[C:4]2[C:9](=[CH:10][CH:11]=1)[CH:8]=[C:7]([S:12]([N:15]1[CH2:20][CH2:19][N:18]([C:21]([C:23]3[CH:28]=[CH:27][C:26]([C:29]4[CH:34]=[CH:33][N+:32]([O-])=[C:31]([CH3:36])[CH:30]=4)=[CH:25][CH:24]=3)=[O:22])[CH2:17][CH2:16]1)(=[O:14])=[O:13])[CH:6]=[CH:5]2.[CH2:37]([OH:39])[CH3:38].ClCCl.C(=O)(O)[O-:44].[Na+]. (8) Given the product [CH3:19][O:18][C:17]1[C:11]2[C:10]([N:20]3[CH2:25][CH2:24][CH2:23][CH2:22][CH2:21]3)=[N:9][C:8]([C:6]3[CH:5]=[CH:4][N:3]=[C:2]([NH:26][C:27]4[CH:32]=[CH:31][CH:30]=[CH:29][CH:28]=4)[CH:7]=3)=[N:13][C:12]=2[CH:14]=[N:15][CH:16]=1, predict the reactants needed to synthesize it. The reactants are: Cl[C:2]1[CH:7]=[C:6]([C:8]2[N:9]=[C:10]([N:20]3[CH2:25][CH2:24][CH2:23][CH2:22][CH2:21]3)[C:11]3[C:17]([O:18][CH3:19])=[CH:16][N:15]=[CH:14][C:12]=3[N:13]=2)[CH:5]=[CH:4][N:3]=1.[NH2:26][C:27]1[CH:32]=[CH:31][CH:30]=[CH:29][CH:28]=1.